From a dataset of Peptide-MHC class I binding affinity with 185,985 pairs from IEDB/IMGT. Regression. Given a peptide amino acid sequence and an MHC pseudo amino acid sequence, predict their binding affinity value. This is MHC class I binding data. (1) The peptide sequence is TISGNIYSAL. The MHC is HLA-A02:03 with pseudo-sequence HLA-A02:03. The binding affinity (normalized) is 0.585. (2) The MHC is HLA-A02:01 with pseudo-sequence HLA-A02:01. The peptide sequence is LISFDSTNFL. The binding affinity (normalized) is 0.306. (3) The peptide sequence is IMLVYCFLGY. The MHC is HLA-A24:02 with pseudo-sequence HLA-A24:02. The binding affinity (normalized) is 0. (4) The peptide sequence is FTISRDNSK. The MHC is HLA-A68:01 with pseudo-sequence HLA-A68:01. The binding affinity (normalized) is 0.673. (5) The peptide sequence is AFFAERLYY. The MHC is HLA-A29:02 with pseudo-sequence HLA-A29:02. The binding affinity (normalized) is 1.00. (6) The MHC is HLA-B08:01 with pseudo-sequence HLA-B08:01. The peptide sequence is IVKQRRWKL. The binding affinity (normalized) is 0.733. (7) The peptide sequence is IPQSLDSYWTSL. The MHC is HLA-A02:01 with pseudo-sequence HLA-A02:01. The binding affinity (normalized) is 0.468. (8) The peptide sequence is HAIILHQQQK. The MHC is HLA-A33:01 with pseudo-sequence HLA-A33:01. The binding affinity (normalized) is 0.0111.